Task: Predict the product of the given reaction.. Dataset: Forward reaction prediction with 1.9M reactions from USPTO patents (1976-2016) (1) The product is: [Br:1][C:2]1[CH:3]=[CH:4][C:5]([NH:11][S:12]([C:15]2[CH:20]=[CH:19][C:18]([O:21][C:22]([F:25])([F:24])[F:23])=[CH:17][CH:16]=2)(=[O:14])=[O:13])=[C:6]([CH:10]=1)[C:7]([Cl:28])=[O:8]. Given the reactants [Br:1][C:2]1[CH:3]=[CH:4][C:5]([NH:11][S:12]([C:15]2[CH:20]=[CH:19][C:18]([O:21][C:22]([F:25])([F:24])[F:23])=[CH:17][CH:16]=2)(=[O:14])=[O:13])=[C:6]([CH:10]=1)[C:7](O)=[O:8].S(Cl)([Cl:28])=O, predict the reaction product. (2) Given the reactants F[C:2]1[CH:7]=[CH:6][C:5]([C:8]2[N:12]=[C:11]([C:13]3[CH:22]=[CH:21][C:16]([C:17]([O:19]C)=[O:18])=[CH:15][CH:14]=3)[O:10][N:9]=2)=[CH:4][CH:3]=1.CO.[Li+].[OH-], predict the reaction product. The product is: [C:5]1([C:8]2[N:12]=[C:11]([C:13]3[CH:14]=[CH:15][C:16]([C:17]([OH:19])=[O:18])=[CH:21][CH:22]=3)[O:10][N:9]=2)[CH:4]=[CH:3][CH:2]=[CH:7][CH:6]=1. (3) Given the reactants [CH3:1][O:2][C:3]1[CH:4]=[C:5]2[C:10](=[CH:11][CH:12]=1)[C:9](=[O:13])[NH:8][CH2:7][CH2:6]2.I[C:15]1[CH:24]=[CH:23][C:18]([C:19]([O:21][CH3:22])=[O:20])=[CH:17][CH:16]=1.C([O-])([O-])=O.[K+].[K+].OC1C=CC=C2C=1N=CC=C2, predict the reaction product. The product is: [CH3:1][O:2][C:3]1[CH:4]=[C:5]2[C:10](=[CH:11][CH:12]=1)[C:9](=[O:13])[N:8]([C:15]1[CH:24]=[CH:23][C:18]([C:19]([O:21][CH3:22])=[O:20])=[CH:17][CH:16]=1)[CH2:7][CH2:6]2.